From a dataset of Cav3 T-type calcium channel HTS with 100,875 compounds. Binary Classification. Given a drug SMILES string, predict its activity (active/inactive) in a high-throughput screening assay against a specified biological target. The molecule is S(=O)(=O)(c1ccc(C(C)(C)C)cc1)CCSc1nc(cc(c1C#N)C)C. The result is 0 (inactive).